This data is from Full USPTO retrosynthesis dataset with 1.9M reactions from patents (1976-2016). The task is: Predict the reactants needed to synthesize the given product. (1) Given the product [F:1][C:2]([F:30])([C:16]1[CH:21]=[CH:20][C:19]([O:22][CH2:23][CH2:24][CH2:25][C:26]([F:29])([F:28])[F:27])=[CH:18][CH:17]=1)[O:3][C:4]1[CH:9]=[CH:8][C:7](/[CH:10]=[CH:11]/[C:12]([OH:14])=[O:13])=[CH:6][CH:5]=1, predict the reactants needed to synthesize it. The reactants are: [F:1][C:2]([F:30])([C:16]1[CH:21]=[CH:20][C:19]([O:22][CH2:23][CH2:24][CH2:25][C:26]([F:29])([F:28])[F:27])=[CH:18][CH:17]=1)[O:3][C:4]1[CH:9]=[CH:8][C:7](/[CH:10]=[CH:11]/[C:12]([O:14]C)=[O:13])=[CH:6][CH:5]=1.[OH-].[Na+].Cl. (2) Given the product [F:1][C:2]1[C:11]2[O:10][CH2:9][CH:8]([CH2:12][N:28]3[CH2:33][CH2:32][O:31][CH2:30][CH2:29]3)[O:7][C:6]=2[CH:5]=[C:4]([S:24]([CH3:27])(=[O:25])=[O:26])[CH:3]=1, predict the reactants needed to synthesize it. The reactants are: [F:1][C:2]1[C:11]2[O:10][CH2:9][CH:8]([CH2:12]OS(C3C=CC(C)=CC=3)(=O)=O)[O:7][C:6]=2[CH:5]=[C:4]([S:24]([CH3:27])(=[O:26])=[O:25])[CH:3]=1.[NH:28]1[CH2:33][CH2:32][O:31][CH2:30][CH2:29]1. (3) The reactants are: [CH3:1][C:2]([O:5][C:6]([N:8]1[C@H:11]([C:12]([OH:14])=O)[CH2:10][CH2:9]1)=[O:7])([CH3:4])[CH3:3].OS(O)(=O)=O.[NH3:20]. Given the product [C:2]([O:5][C:6]([N:8]1[CH2:9][CH2:10][C@H:11]1[C:12](=[O:14])[NH2:20])=[O:7])([CH3:4])([CH3:3])[CH3:1], predict the reactants needed to synthesize it. (4) Given the product [CH3:10][C:11]1[CH:30]=[C:29]([N:31]2[CH:35]=[C:34]([C:36]([F:37])([F:39])[F:38])[CH:33]=[N:32]2)[CH:28]=[CH:27][C:12]=1[O:13][CH:14]([C:18]1[CH:19]=[CH:20][C:21]([C:22]([NH:2][CH2:3][CH2:4][C:5]([O:7][CH2:8][CH3:9])=[O:6])=[O:23])=[CH:25][CH:26]=1)[CH2:15][CH2:16][CH3:17], predict the reactants needed to synthesize it. The reactants are: Cl.[NH2:2][CH2:3][CH2:4][C:5]([O:7][CH2:8][CH3:9])=[O:6].[CH3:10][C:11]1[CH:30]=[C:29]([N:31]2[CH:35]=[C:34]([C:36]([F:39])([F:38])[F:37])[CH:33]=[N:32]2)[CH:28]=[CH:27][C:12]=1[O:13][CH:14]([C:18]1[CH:26]=[CH:25][C:21]([C:22](O)=[O:23])=[CH:20][CH:19]=1)[CH2:15][CH2:16][CH3:17].C1C=C2N=NN(O)C2=CC=1.O.CCN(C(C)C)C(C)C.CCN=C=NCCCN(C)C.Cl.Cl. (5) Given the product [CH3:7][C:4]1[S:3][C:2]([NH:1][S:16]([C:15]2[CH:14]=[CH:13][C:12]([NH:11][C:8](=[O:10])[CH3:9])=[CH:21][CH:20]=2)(=[O:18])=[O:17])=[N:6][N:5]=1, predict the reactants needed to synthesize it. The reactants are: [NH2:1][C:2]1[S:3][C:4]([CH3:7])=[N:5][N:6]=1.[C:8]([NH:11][C:12]1[CH:21]=[CH:20][C:15]([S:16](Cl)(=[O:18])=[O:17])=[CH:14][CH:13]=1)(=[O:10])[CH3:9].Cl. (6) Given the product [CH3:1][O:2][C:3]([C:5]1[C:13]2[O:12][CH2:11][CH2:10][C:9]=2[CH:8]=[C:7]([C:18]2[CH:19]=[C:20]([O:23][CH3:24])[C:21]([F:22])=[C:16]([F:15])[CH:17]=2)[CH:6]=1)=[O:4], predict the reactants needed to synthesize it. The reactants are: [CH3:1][O:2][C:3]([C:5]1[C:13]2[O:12][CH2:11][CH2:10][C:9]=2[CH:8]=[C:7](Br)[CH:6]=1)=[O:4].[F:15][C:16]1[CH:17]=[C:18](B(O)O)[CH:19]=[C:20]([O:23][CH3:24])[C:21]=1[F:22].CCCC[N+](CCCC)(CCCC)CCCC.[F-]. (7) Given the product [C:44]([O:48][C:49]([NH:51][CH:55]1[CH2:54][CH2:53][CH:52]([NH:64][C:66]([C:4]2[CH:38]=[CH:37][C:7]([C:8]([O:10][C@H:11]([C:22]3[CH:27]=[CH:26][C:25]([O:28][CH:29]([F:31])[F:30])=[C:24]([O:32][CH2:33][CH:34]4[CH2:36][CH2:35]4)[CH:23]=3)[CH2:12][C:13]3[C:14]([Cl:21])=[CH:15][N+:16]([O-:20])=[CH:17][C:18]=3[Cl:19])=[O:9])=[CH:6][C:5]=2[O:39][CH2:40][CH:41]2[CH2:43][CH2:42]2)=[O:67])[CH2:56][CH2:59]1)=[O:50])([CH3:45])([CH3:46])[CH3:47], predict the reactants needed to synthesize it. The reactants are: C([C:4]1[CH:38]=[CH:37][C:7]([C:8]([O:10][C@H:11]([C:22]2[CH:27]=[CH:26][C:25]([O:28][CH:29]([F:31])[F:30])=[C:24]([O:32][CH2:33][CH:34]3[CH2:36][CH2:35]3)[CH:23]=2)[CH2:12][C:13]2[C:18]([Cl:19])=[CH:17][N+:16]([O-:20])=[CH:15][C:14]=2[Cl:21])=[O:9])=[CH:6][C:5]=1[O:39][CH2:40][CH:41]1[CH2:43][CH2:42]1)(O)=O.[C:44]([O:48][C:49]([N:51]1[CH2:55][CH2:54][CH2:53][C@H:52]1[C:56](O)=O)=[O:50])([CH3:47])([CH3:46])[CH3:45].[CH2:59](Cl)CCl.C[N:64]([CH:66]=[O:67])C.